Dataset: Catalyst prediction with 721,799 reactions and 888 catalyst types from USPTO. Task: Predict which catalyst facilitates the given reaction. (1) Reactant: [OH:1][CH2:2][CH2:3][O:4][CH:5]1[CH2:10][CH2:9][CH:8]([C:11]([O:13][CH2:14][CH3:15])=[O:12])[CH2:7][CH2:6]1.[C:16]1(P([C:16]2[CH:21]=[CH:20][CH:19]=[CH:18][CH:17]=2)[C:16]2[CH:21]=[CH:20][CH:19]=[CH:18][CH:17]=2)[CH:21]=[CH:20][CH:19]=[CH:18][CH:17]=1.C1(O)C=CC=CC=1.N(C(OC(C)C)=O)=NC(OC(C)C)=O. Product: [O:1]([CH2:2][CH2:3][O:4][CH:5]1[CH2:10][CH2:9][CH:8]([C:11]([O:13][CH2:14][CH3:15])=[O:12])[CH2:7][CH2:6]1)[C:16]1[CH:21]=[CH:20][CH:19]=[CH:18][CH:17]=1. The catalyst class is: 11. (2) Reactant: Cl.C(O[C:5]([C:7]1[CH:8]=[C:9]2[C:13](=[CH:14][CH:15]=1)[NH:12][N:11]=[C:10]2[C:16]1[CH:21]=[CH:20][C:19]([F:22])=[CH:18][CH:17]=1)=[NH:6])C.C([N:25](CC)CC)C.[C:30]([NH:35]N)(=O)[CH:31]([CH3:33])[CH3:32]. Product: [F:22][C:19]1[CH:20]=[CH:21][C:16]([C:10]2[C:9]3[C:13](=[CH:14][CH:15]=[C:7]([C:5]4[NH:25][C:30]([CH:31]([CH3:33])[CH3:32])=[N:35][N:6]=4)[CH:8]=3)[NH:12][N:11]=2)=[CH:17][CH:18]=1. The catalyst class is: 8. (3) Reactant: [F:1][C:2]1[CH:3]=[C:4]([C:10](OC)=[C:11]([C:14]#[N:15])[C:12]#[N:13])[CH:5]=[C:6]([O:8][CH3:9])[CH:7]=1.[NH2:18][NH2:19]. Product: [NH2:13][C:12]1[NH:19][N:18]=[C:10]([C:4]2[CH:5]=[C:6]([O:8][CH3:9])[CH:7]=[C:2]([F:1])[CH:3]=2)[C:11]=1[C:14]#[N:15]. The catalyst class is: 14. (4) Reactant: Br[C:2]1[CH:7]=[C:6]([CH3:8])[C:5]([CH:9]([C:19]2[CH:24]=[C:23]([F:25])[CH:22]=[CH:21][C:20]=2[F:26])[S:10][C:11]2[CH:16]=[CH:15][C:14]([F:17])=[C:13]([CH3:18])[CH:12]=2)=[CH:4][N:3]=1.C([Li])CCC.CN(C)[CH:34]=[O:35].O. Product: [F:26][C:20]1[CH:21]=[CH:22][C:23]([F:25])=[CH:24][C:19]=1[CH:9]([S:10][C:11]1[CH:16]=[CH:15][C:14]([F:17])=[C:13]([CH3:18])[CH:12]=1)[C:5]1[C:6]([CH3:8])=[CH:7][C:2]([CH:34]=[O:35])=[N:3][CH:4]=1. The catalyst class is: 11.